This data is from CYP2C9 inhibition data for predicting drug metabolism from PubChem BioAssay. The task is: Regression/Classification. Given a drug SMILES string, predict its absorption, distribution, metabolism, or excretion properties. Task type varies by dataset: regression for continuous measurements (e.g., permeability, clearance, half-life) or binary classification for categorical outcomes (e.g., BBB penetration, CYP inhibition). Dataset: cyp2c9_veith. The compound is O=C(c1ccccc1)c1ccc2nc(-c3ccc(NC(=O)c4ccccc4F)cc3)[nH]c2c1. The result is 1 (inhibitor).